From a dataset of Catalyst prediction with 721,799 reactions and 888 catalyst types from USPTO. Predict which catalyst facilitates the given reaction. (1) Reactant: [CH3:1][O:2][S:3]([C:6]([F:9])([F:8])[F:7])(=[O:5])=[O:4].[CH3:10][O:11][C:12]1[CH:17]=[CH:16][N:15]=[C:14]([CH:18]=[O:19])[CH:13]=1.N1C=CC=CC=1. Product: [OH:5][S:3]([C:6]([F:9])([F:8])[F:7])(=[O:4])=[O:2].[CH3:1][N:15]1[CH:16]=[CH:17][C:12]([O:11][CH3:10])=[CH:13][CH:14]1[CH:18]=[O:19]. The catalyst class is: 11. (2) Reactant: C(O[C:6]([N:8]([CH2:10][CH2:11][O:12][C:13]1[CH:14]=[CH:15][C:16]2[O:20][C:19]([C:21]([NH:23][C:24]3[CH:29]=[CH:28][C:27]([Cl:30])=[CH:26][N:25]=3)=[O:22])=[C:18]([NH:31][C:32]([C@H:34]3[CH2:39][CH2:38][C@H:37]([N:40]([CH3:42])[CH3:41])[CH2:36][CH2:35]3)=[O:33])[C:17]=2[CH:43]=1)C)=O)(C)(C)C.[ClH:44]. Product: [ClH:30].[ClH:44].[ClH:30].[CH3:42][N:40]([CH3:41])[C@H:37]1[CH2:38][CH2:39][C@H:34]([C:32]([NH:31][C:18]2[C:17]3[CH:43]=[C:13]([O:12][CH2:11][CH2:10][NH:8][CH3:6])[CH:14]=[CH:15][C:16]=3[O:20][C:19]=2[C:21]([NH:23][C:24]2[CH:29]=[CH:28][C:27]([Cl:30])=[CH:26][N:25]=2)=[O:22])=[O:33])[CH2:35][CH2:36]1. The catalyst class is: 12. (3) Reactant: [Cl:1][C:2]1[CH:7]=[C:6]([CH3:8])[CH:5]=[CH:4][C:3]=1[NH:9][C:10]([C@@H:12]1[C@@H:16]([C:17]2[C:21]([CH:22]3[CH2:24][CH2:23]3)=[C:20]([CH:25]3[CH2:28][CH:27]([CH2:29][C:30]([CH3:33])([CH3:32])[CH3:31])[CH2:26]3)[O:19][N:18]=2)[CH2:15][N:14]([C:34](=[O:41])[CH2:35][CH2:36][C:37]([O:39]C)=[O:38])[CH2:13]1)=[O:11].C1COCC1.[OH-].[Na+].Cl. Product: [Cl:1][C:2]1[CH:7]=[C:6]([CH3:8])[CH:5]=[CH:4][C:3]=1[NH:9][C:10]([C@@H:12]1[C@@H:16]([C:17]2[C:21]([CH:22]3[CH2:23][CH2:24]3)=[C:20]([CH:25]3[CH2:28][CH:27]([CH2:29][C:30]([CH3:33])([CH3:32])[CH3:31])[CH2:26]3)[O:19][N:18]=2)[CH2:15][N:14]([C:34](=[O:41])[CH2:35][CH2:36][C:37]([OH:39])=[O:38])[CH2:13]1)=[O:11]. The catalyst class is: 370. (4) Reactant: C([O:8][C:9]1[CH:10]=[C:11]([C:17]2([C:20]([NH:22][C:23]3[CH:28]=[CH:27][CH:26]=[C:25]([C:29]4[CH:34]=[CH:33][C:32]([S:35]([N:38]5[CH2:42][CH2:41][CH2:40][C@@H:39]5[CH2:43][OH:44])(=[O:37])=[O:36])=[CH:31][CH:30]=4)[N:24]=3)=[O:21])[CH2:19][CH2:18]2)[CH:12]=[CH:13][C:14]=1[O:15][CH3:16])C1C=CC=CC=1.[H][H]. Product: [OH:8][C:9]1[CH:10]=[C:11]([C:17]2([C:20]([NH:22][C:23]3[CH:28]=[CH:27][CH:26]=[C:25]([C:29]4[CH:34]=[CH:33][C:32]([S:35]([N:38]5[CH2:42][CH2:41][CH2:40][C@@H:39]5[CH2:43][OH:44])(=[O:37])=[O:36])=[CH:31][CH:30]=4)[N:24]=3)=[O:21])[CH2:18][CH2:19]2)[CH:12]=[CH:13][C:14]=1[O:15][CH3:16]. The catalyst class is: 29. (5) Reactant: [Cl:1][C:2]([Cl:9])([Cl:8])[CH2:3][O:4][C:5](Cl)=[O:6].Cl.[OH:11][CH:12]1[O:20][C@H:19]([CH2:21][OH:22])[C@@H:17]([OH:18])[C@H:15]([OH:16])[C@H:13]1[NH2:14].C([O-])(O)=O.[Na+]. Product: [Cl:1][C:2]([Cl:9])([Cl:8])[CH2:3][O:4][C:5]([NH:14][C@H:13]([C@H:15]([C@@H:17]([C@@H:19]([CH2:21][OH:22])[OH:20])[OH:18])[OH:16])[CH:12]=[O:11])=[O:6]. The catalyst class is: 6. (6) Product: [Br:1][C:2]1[CH:3]=[C:4]([S:8]([N:12]([CH2:16][CH2:17][OH:18])[CH2:13][CH2:14][OH:15])(=[O:10])=[O:9])[CH:5]=[CH:6][CH:7]=1. Reactant: [Br:1][C:2]1[CH:3]=[C:4]([S:8](Cl)(=[O:10])=[O:9])[CH:5]=[CH:6][CH:7]=1.[NH:12]([CH2:16][CH2:17][OH:18])[CH2:13][CH2:14][OH:15]. The catalyst class is: 12. (7) Reactant: [CH2:1]([O:8][C:9]1[CH:18]=[C:17]([N+:19]([O-:21])=[O:20])[CH:16]=[CH:15][C:10]=1[C:11]([O:13]C)=[O:12])[C:2]1[CH:7]=[CH:6][CH:5]=[CH:4][CH:3]=1.[OH-].[Na+].Cl. Product: [CH2:1]([O:8][C:9]1[CH:18]=[C:17]([N+:19]([O-:21])=[O:20])[CH:16]=[CH:15][C:10]=1[C:11]([OH:13])=[O:12])[C:2]1[CH:7]=[CH:6][CH:5]=[CH:4][CH:3]=1. The catalyst class is: 92. (8) Reactant: [CH3:1][Si:2]([CH3:10])([CH3:9])[O:3][C:4]([CH3:8])([C:6]#[CH:7])[CH3:5].[CH3:11][C:12]1([CH3:19])[C:16]([CH3:18])([CH3:17])[O:15][BH:14][O:13]1.C12BC(CCC1)CCC2. Product: [CH3:1][Si:2]([CH3:10])([CH3:9])[O:3][C:4]([CH3:8])(/[CH:6]=[CH:7]/[B:14]1[O:15][C:16]([CH3:18])([CH3:17])[C:12]([CH3:19])([CH3:11])[O:13]1)[CH3:5]. The catalyst class is: 7. (9) Product: [Cl:1][C:2]1[CH:10]=[CH:9][C:8]([O:11][CH3:12])=[CH:7][C:3]=1[C:4]([NH:44][C:41]1[CH:40]=[N:39][C:38]([NH:37][C:33]2[CH:32]=[N:31][CH:36]=[CH:35][CH:34]=2)=[N:43][CH:42]=1)=[O:6]. Reactant: [Cl:1][C:2]1[CH:10]=[CH:9][C:8]([O:11][CH3:12])=[CH:7][C:3]=1[C:4]([OH:6])=O.ClC1N=C(OC)N=C(OC)N=1.CN1CCOCC1.[N:31]1[CH:36]=[CH:35][CH:34]=[C:33]([NH:37][C:38]2[N:43]=[CH:42][C:41]([NH2:44])=[CH:40][N:39]=2)[CH:32]=1. The catalyst class is: 59. (10) Reactant: [C:1]([C:4]1[CH:13]=[CH:12][C:7]([C:8]([O:10][CH3:11])=[O:9])=[C:6]([F:14])[CH:5]=1)(=[O:3])[CH3:2].Br.[OH2:16]. The catalyst class is: 16. Product: [F:14][C:6]1[CH:5]=[C:4]([C:1](=[O:3])[CH:2]=[O:16])[CH:13]=[CH:12][C:7]=1[C:8]([O:10][CH3:11])=[O:9].